Dataset: Forward reaction prediction with 1.9M reactions from USPTO patents (1976-2016). Task: Predict the product of the given reaction. (1) Given the reactants Br[CH2:2][CH2:3][O:4][C:5]1[CH:6]=[C:7]([C:23]([NH:25][CH2:26][C:27]2[CH:32]=[CH:31][C:30]([S:33]([CH:36]([CH3:38])[CH3:37])(=[O:35])=[O:34])=[CH:29][CH:28]=2)=[O:24])[C:8](=[O:22])[N:9]([C:12]2[CH:17]=[CH:16][CH:15]=[C:14]([C:18]([F:21])([F:20])[F:19])[CH:13]=2)[C:10]=1[CH3:11].[NH:39]1[CH2:44][CH2:43][O:42][CH2:41][CH2:40]1, predict the reaction product. The product is: [CH:36]([S:33]([C:30]1[CH:31]=[CH:32][C:27]([CH2:26][NH:25][C:23]([C:7]2[C:8](=[O:22])[N:9]([C:12]3[CH:17]=[CH:16][CH:15]=[C:14]([C:18]([F:21])([F:20])[F:19])[CH:13]=3)[C:10]([CH3:11])=[C:5]([O:4][CH2:3][CH2:2][N:39]3[CH2:44][CH2:43][O:42][CH2:41][CH2:40]3)[CH:6]=2)=[O:24])=[CH:28][CH:29]=1)(=[O:35])=[O:34])([CH3:38])[CH3:37]. (2) Given the reactants [C:1]1([CH:7]([CH3:18])[CH2:8][C:9]([O:11]C2C=CC=CC=2)=O)[CH:6]=[CH:5][CH:4]=[CH:3][CH:2]=1.[C:19]1(C)[CH:24]=[CH:23][CH:22]=[CH:21][CH:20]=1.[OH2:26], predict the reaction product. The product is: [OH:26][C:19]1[CH:24]=[CH:23][CH:22]=[CH:21][C:20]=1[C:9](=[O:11])[CH2:8][CH:7]([C:1]1[CH:2]=[CH:3][CH:4]=[CH:5][CH:6]=1)[CH3:18]. (3) Given the reactants [CH:1]1([C:4]2[N:8]=[C:7]([C:9]3[C:10]4[CH2:28][CH2:27][CH:26]([CH3:29])[CH2:25][C:11]=4[S:12][C:13]=3[NH:14][C:15]([C:17]3[CH2:21][CH2:20][CH2:19][C:18]=3[C:22]([OH:24])=[O:23])=[O:16])[O:6][N:5]=2)[CH2:3][CH2:2]1.[CH:30]12CCC(C[CH2:35]1)C1C(OC(=O)[C:31]2=1)=O, predict the reaction product. The product is: [CH:1]1([C:4]2[N:8]=[C:7]([C:9]3[C:10]4[CH2:28][CH2:27][CH:26]([CH3:29])[CH2:25][C:11]=4[S:12][C:13]=3[NH:14][C:15]([C:17]3[CH:21]4[CH2:35][CH2:30][CH:31]([CH2:19][CH2:20]4)[C:18]=3[C:22]([OH:24])=[O:23])=[O:16])[O:6][N:5]=2)[CH2:3][CH2:2]1. (4) Given the reactants Cl[N:2]1[CH:11]=[CH:10][C:9]2[C:4](=[CH:5][CH:6]=[CH:7][CH:8]=2)[CH2:3]1.[C:12]1(B(O)O)[CH:17]=[CH:16][CH:15]=[CH:14][CH:13]=1.C1(P(C2C=CC=CC=2)C2C=CC=CC=2)C=CC=CC=1.C(=O)([O-])[O-].[K+].[K+], predict the reaction product. The product is: [C:12]1([C:3]2[C:4]3[C:9](=[CH:8][CH:7]=[CH:6][CH:5]=3)[CH:10]=[CH:11][N:2]=2)[CH:17]=[CH:16][CH:15]=[CH:14][CH:13]=1.